From a dataset of Full USPTO retrosynthesis dataset with 1.9M reactions from patents (1976-2016). Predict the reactants needed to synthesize the given product. (1) Given the product [O:34]1[CH2:38][CH2:37][O:36][CH:35]1[CH2:39][N:40]1[CH2:41][CH2:42][N:43]([C:1](=[NH:2])[C:3]2[CH:4]=[C:5]([NH:9][C:10](=[O:33])[NH:11][C:12]3[CH:17]=[CH:16][C:15]([S:18]([NH:21][CH2:22][C:23]4[CH:28]=[CH:27][C:26]([S:29](=[O:31])(=[O:32])[NH2:30])=[CH:25][CH:24]=4)(=[O:20])=[O:19])=[CH:14][CH:13]=3)[CH:6]=[CH:7][CH:8]=2)[CH2:44][CH2:45]1, predict the reactants needed to synthesize it. The reactants are: [C:1]([C:3]1[CH:4]=[C:5]([NH:9][C:10](=[O:33])[NH:11][C:12]2[CH:17]=[CH:16][C:15]([S:18]([NH:21][CH2:22][C:23]3[CH:28]=[CH:27][C:26]([S:29](=[O:32])(=[O:31])[NH2:30])=[CH:25][CH:24]=3)(=[O:20])=[O:19])=[CH:14][CH:13]=2)[CH:6]=[CH:7][CH:8]=1)#[N:2].[O:34]1[CH2:38][CH2:37][O:36][CH:35]1[CH2:39][N:40]1[CH2:45][CH2:44][NH:43][CH2:42][CH2:41]1. (2) Given the product [CH3:6][O:7][C:8]1[C:16]2[O:15][C:14]([C:17]([F:20])([F:18])[F:19])=[N:13][C:12]=2[C:11]([C:1](=[O:4])[CH2:2][CH3:3])=[CH:10][CH:9]=1, predict the reactants needed to synthesize it. The reactants are: [C:1](Cl)(=[O:4])[CH2:2][CH3:3].[CH3:6][O:7][C:8]1[C:16]2[O:15][C:14]([C:17]([F:20])([F:19])[F:18])=[N:13][C:12]=2[CH:11]=[CH:10][CH:9]=1.Cl.